This data is from Catalyst prediction with 721,799 reactions and 888 catalyst types from USPTO. The task is: Predict which catalyst facilitates the given reaction. (1) Reactant: [N:1]1([C:10]2[S:14][C:13]([C:15]([O:17][CH3:18])=[O:16])=[C:12]([C:19]#[C:20][C:21]3[CH:26]=[CH:25][CH:24]=[CH:23][CH:22]=3)[CH:11]=2)[C:5]2[CH:6]=[CH:7][CH:8]=[CH:9][C:4]=2[N:3]=[CH:2]1.[H][H]. Product: [N:1]1([C:10]2[S:14][C:13]([C:15]([O:17][CH3:18])=[O:16])=[C:12]([CH2:19][CH2:20][C:21]3[CH:26]=[CH:25][CH:24]=[CH:23][CH:22]=3)[CH:11]=2)[C:5]2[CH:6]=[CH:7][CH:8]=[CH:9][C:4]=2[N:3]=[CH:2]1. The catalyst class is: 78. (2) Reactant: [F:1][C:2]([F:19])([F:18])[C:3]1[CH:4]=[CH:5][C:6]([N:9]2[CH2:14][CH2:13][CH:12]([C:15]([OH:17])=O)[CH2:11][CH2:10]2)=[N:7][CH:8]=1.C(Cl)(=O)C(Cl)=O.C(N(CC)CC)C.[NH2:33][C:34]1[CH:43]=[C:42]2[C:37]([CH:38]=[CH:39][CH:40]=[N:41]2)=[CH:36][CH:35]=1. Product: [N:41]1[C:42]2[C:37](=[CH:36][CH:35]=[C:34]([NH:33][C:15]([CH:12]3[CH2:11][CH2:10][N:9]([C:6]4[CH:5]=[CH:4][C:3]([C:2]([F:1])([F:19])[F:18])=[CH:8][N:7]=4)[CH2:14][CH2:13]3)=[O:17])[CH:43]=2)[CH:38]=[CH:39][CH:40]=1. The catalyst class is: 825. (3) Reactant: [CH3:1][O:2][C:3]1[CH:24]=[CH:23][C:6]([CH2:7][O:8][C:9]2[C:18](=[O:19])[C:17]3[C:12](=[C:13]([C:20]#[N:21])[CH:14]=[CH:15][CH:16]=3)[N:11]([CH3:22])[CH:10]=2)=[CH:5][CH:4]=1.[OH-:25].[Na+]. Product: [CH3:1][O:2][C:3]1[CH:4]=[CH:5][C:6]([CH2:7][O:8][C:9]2[C:18](=[O:19])[C:17]3[C:12](=[C:13]([C:20]([NH2:21])=[O:25])[CH:14]=[CH:15][CH:16]=3)[N:11]([CH3:22])[CH:10]=2)=[CH:23][CH:24]=1. The catalyst class is: 5. (4) Reactant: [O:1]1[CH2:7][CH2:6][CH2:5][N:4]([CH2:8][CH2:9][CH2:10][O:11][C:12]2[CH:17]=[CH:16][C:15]([C:18]3([C:24]#[N:25])[CH2:23][CH2:22][O:21][CH2:20][CH2:19]3)=[CH:14][CH:13]=2)[CH2:3][CH2:2]1.[H-].[Al+3].[Li+].[H-].[H-].[H-]. Product: [O:1]1[CH2:7][CH2:6][CH2:5][N:4]([CH2:8][CH2:9][CH2:10][O:11][C:12]2[CH:17]=[CH:16][C:15]([C:18]3([CH2:24][NH2:25])[CH2:23][CH2:22][O:21][CH2:20][CH2:19]3)=[CH:14][CH:13]=2)[CH2:3][CH2:2]1. The catalyst class is: 1. (5) Reactant: [CH3:1][O:2][C:3](=[O:18])[C:4]1[CH:9]=[CH:8][C:7]([CH2:10][C:11](OC)=[O:12])=[C:6]([N+:15]([O-])=O)[CH:5]=1. Product: [CH3:1][O:2][C:3]([C:4]1[CH:5]=[C:6]2[C:7]([CH2:10][C:11](=[O:12])[NH:15]2)=[CH:8][CH:9]=1)=[O:18]. The catalyst class is: 285. (6) Product: [C:1]([C:5]1[CH:21]=[CH:20][C:8]([CH2:9][N:10]2[C:18]3[C:13](=[CH:14][C:15]([C:28]4[CH:27]=[CH:26][C:25]([O:24][C:23]([F:22])([F:34])[F:35])=[CH:30][CH:29]=4)=[CH:16][CH:17]=3)[CH:12]=[CH:11]2)=[CH:7][CH:6]=1)([CH3:4])([CH3:3])[CH3:2]. The catalyst class is: 117. Reactant: [C:1]([C:5]1[CH:21]=[CH:20][C:8]([CH2:9][N:10]2[C:18]3[C:13](=[CH:14][C:15](Br)=[CH:16][CH:17]=3)[CH:12]=[CH:11]2)=[CH:7][CH:6]=1)([CH3:4])([CH3:3])[CH3:2].[F:22][C:23]([F:35])([F:34])[O:24][C:25]1[CH:30]=[CH:29][C:28](B(O)O)=[CH:27][CH:26]=1.ClCCl.C(=O)([O-])[O-].[K+].[K+]. (7) Reactant: C[O:2][C:3]([C:5]1[C:6]([CH2:36][O:37][CH3:38])=[N:7][C:8]2[C:13]([C:14]=1[NH:15][C:16]1[CH:21]=[CH:20][C:19]([C:22]([F:25])([F:24])[F:23])=[CH:18][CH:17]=1)=[CH:12][CH:11]=[C:10]([C:26]1[C:31]([C:32]([F:35])([F:34])[F:33])=[CH:30][CH:29]=[CH:28][N:27]=1)[N:9]=2)=[O:4].O[Li].O.Cl. Product: [CH3:38][O:37][CH2:36][C:6]1[C:5]([C:3]([OH:4])=[O:2])=[C:14]([NH:15][C:16]2[CH:21]=[CH:20][C:19]([C:22]([F:24])([F:25])[F:23])=[CH:18][CH:17]=2)[C:13]2[C:8](=[N:9][C:10]([C:26]3[C:31]([C:32]([F:35])([F:33])[F:34])=[CH:30][CH:29]=[CH:28][N:27]=3)=[CH:11][CH:12]=2)[N:7]=1. The catalyst class is: 24.